Dataset: Full USPTO retrosynthesis dataset with 1.9M reactions from patents (1976-2016). Task: Predict the reactants needed to synthesize the given product. (1) Given the product [O:25]1[C:21]([CH2:20][N:4]([CH2:3][C:2]([F:17])([F:18])[F:1])[C:5]2[CH:12]=[CH:11][C:8]([C:9]#[N:10])=[C:7]([C:13]([F:16])([F:14])[F:15])[CH:6]=2)=[CH:22][CH:23]=[N:24]1, predict the reactants needed to synthesize it. The reactants are: [F:1][C:2]([F:18])([F:17])[CH2:3][NH:4][C:5]1[CH:12]=[CH:11][C:8]([C:9]#[N:10])=[C:7]([C:13]([F:16])([F:15])[F:14])[CH:6]=1.Br[CH2:20][C:21]1[O:25][N:24]=[CH:23][CH:22]=1.[H-].[Na+].O. (2) The reactants are: S(C1C=CC([N+]([O-])=O)=CC=1)(O[CH2:5][C@H:6]1[O:8][CH2:7]1)(=O)=O.C(=O)([O-])[O-].[Cs+].[Cs+].[C:24]12([CH2:34][NH:35][C:36](=[O:45])[C:37]3[C:42]([Br:43])=[CH:41][N:40]=[C:39]([OH:44])[CH:38]=3)[CH2:33][CH:28]3[CH2:29][CH:30]([CH2:32][CH:26]([CH2:27]3)[CH2:25]1)[CH2:31]2. Given the product [C:24]12([CH2:34][NH:35][C:36](=[O:45])[C:37]3[C:42]([Br:43])=[CH:41][N:40]=[C:39]([O:44][CH2:5][C@@H:6]4[CH2:7][O:8]4)[CH:38]=3)[CH2:31][CH:30]3[CH2:32][CH:26]([CH2:27][CH:28]([CH2:29]3)[CH2:33]1)[CH2:25]2, predict the reactants needed to synthesize it. (3) Given the product [CH3:4][C:3]1[CH:12]=[C:11]2[O:13][CH2:14][O:15][C:10]2=[CH:1][C:2]=1[CH:19]=[O:20], predict the reactants needed to synthesize it. The reactants are: [CH2:1]([Li])[CH2:2][CH2:3][CH3:4].BrC1[CH:12]=[C:11]2[O:13][CH2:14][O:15][C:10]2=CC=1C.CN(C)[CH:19]=[O:20].O. (4) Given the product [N:19]1[CH:20]=[CH:21][CH:22]=[CH:23][C:18]=1[CH:15]1[CH2:16][CH2:17][N:12]([CH2:2][C:3]2[S:4][C:5]3[C:10]([N:11]=2)=[CH:9][CH:8]=[CH:7][N:6]=3)[CH2:13][CH2:14]1, predict the reactants needed to synthesize it. The reactants are: Cl[CH2:2][C:3]1[S:4][C:5]2[C:10]([N:11]=1)=[CH:9][CH:8]=[CH:7][N:6]=2.[NH:12]1[CH2:17][CH2:16][CH:15]([C:18]2[CH:23]=[CH:22][CH:21]=[CH:20][N:19]=2)[CH2:14][CH2:13]1.CCN(C(C)C)C(C)C. (5) Given the product [CH:44]([N:43]1[CH2:5][CH2:6][N:1]([C:7]2[CH:12]=[CH:11][C:10]([NH:13][C:14]3[C:15]4[N:16]([CH:30]=[CH:31][N:32]=4)[C:17]([C:20]4[CH:21]=[C:22]5[C:26](=[CH:27][CH:28]=4)[C:25](=[O:29])[NH:24][CH2:23]5)=[CH:18][N:19]=3)=[CH:9][CH:8]=2)[CH2:2][CH2:3]1)([CH3:49])[CH3:45], predict the reactants needed to synthesize it. The reactants are: [N:1]1([C:7]2[CH:12]=[CH:11][C:10]([NH:13][C:14]3[C:15]4[N:16]([CH:30]=[CH:31][N:32]=4)[C:17]([C:20]4[CH:21]=[C:22]5[C:26](=[CH:27][CH:28]=4)[C:25](=[O:29])[NH:24][CH2:23]5)=[CH:18][N:19]=3)=[CH:9][CH:8]=2)[CH2:6][CH2:5]O[CH2:3][CH2:2]1.BrC1N2C=CN=C2C([NH:43][C:44]2[CH:49]=[CH:49][C:44]([N:43]3CCN(C(C)C)CC3)=[CH:45][CH:45]=2)=NC=1.CC1(C)C(C)(C)OB(C2C=C3C(=CC=2)C(=O)NC3)O1.C([O-])([O-])=O.[Na+].[Na+]. (6) Given the product [F:32][C:33]1[CH:38]=[CH:37][C:36]([C:39](=[O:42])[CH2:40][NH:41][C:14]([CH:11]2[CH2:10][CH2:9][N:8]([C:6]([O:5][C:1]([CH3:2])([CH3:3])[CH3:4])=[O:7])[CH2:13][CH2:12]2)=[O:16])=[CH:35][C:34]=1[C:43]([F:44])([F:45])[F:46], predict the reactants needed to synthesize it. The reactants are: [C:1]([O:5][C:6]([N:8]1[CH2:13][CH2:12][CH:11]([C:14]([OH:16])=O)[CH2:10][CH2:9]1)=[O:7])([CH3:4])([CH3:3])[CH3:2].CN1CCOCC1.CC(C)CC(Cl)=O.[Cl-].[F:32][C:33]1[CH:38]=[CH:37][C:36]([C:39](=[O:42])[CH2:40][NH3+:41])=[CH:35][C:34]=1[C:43]([F:46])([F:45])[F:44]. (7) Given the product [CH2:17]([NH:19][C:14](=[O:16])/[CH:13]=[CH:12]/[C:8]1[CH:9]=[N:10][O:11][C:7]=1[C:1]1[CH:2]=[CH:3][CH:4]=[CH:5][CH:6]=1)[CH3:18], predict the reactants needed to synthesize it. The reactants are: [C:1]1([C:7]2[O:11][N:10]=[CH:9][C:8]=2/[CH:12]=[CH:13]/[C:14]([OH:16])=O)[CH:6]=[CH:5][CH:4]=[CH:3][CH:2]=1.[CH2:17]([N:19](CC)CC)[CH3:18].C(Cl)(=O)OCC.C(N)C.